Dataset: Forward reaction prediction with 1.9M reactions from USPTO patents (1976-2016). Task: Predict the product of the given reaction. Given the reactants [CH:1]([C:3]1[CH:8]=[CH:7][C:6]([C:9]2[CH:14]=[CH:13][C:12]([C:15]([O:17][CH3:18])=[O:16])=[CH:11][C:10]=2[CH3:19])=[CH:5][C:4]=1[N+:20]([O-])=O)=[CH2:2], predict the reaction product. The product is: [NH2:20][C:4]1[CH:5]=[C:6]([C:9]2[CH:14]=[CH:13][C:12]([C:15]([O:17][CH3:18])=[O:16])=[CH:11][C:10]=2[CH3:19])[CH:7]=[CH:8][C:3]=1[CH2:1][CH3:2].